From a dataset of Peptide-MHC class I binding affinity with 185,985 pairs from IEDB/IMGT. Regression. Given a peptide amino acid sequence and an MHC pseudo amino acid sequence, predict their binding affinity value. This is MHC class I binding data. (1) The MHC is HLA-A30:01 with pseudo-sequence HLA-A30:01. The peptide sequence is LSEISFHLV. The binding affinity (normalized) is 0.205. (2) The peptide sequence is AQIDNYNKF. The MHC is Patr-A0401 with pseudo-sequence Patr-A0401. The binding affinity (normalized) is 0.534. (3) The peptide sequence is WLPWIPQLI. The MHC is HLA-B44:02 with pseudo-sequence HLA-B44:02. The binding affinity (normalized) is 0.0847. (4) The peptide sequence is EVIPMFSAL. The MHC is HLA-A69:01 with pseudo-sequence HLA-A69:01. The binding affinity (normalized) is 0.757. (5) The peptide sequence is IRNPPMVVF. The MHC is HLA-B08:01 with pseudo-sequence HLA-B08:01. The binding affinity (normalized) is 0.0847. (6) The peptide sequence is KVIVYCHYY. The MHC is HLA-A25:01 with pseudo-sequence HLA-A25:01. The binding affinity (normalized) is 0.0847.